From a dataset of Experimentally validated miRNA-target interactions with 360,000+ pairs, plus equal number of negative samples. Binary Classification. Given a miRNA mature sequence and a target amino acid sequence, predict their likelihood of interaction. (1) The protein sequence of the target gene is MTENSDKVPIALVGPDDVEFCSPPAYATLTVKPSSPARLLKVGAVVLISGAVLLLFGAIGAFYFWKGSDSHIYNVHYTMSINGKLQDGSMEIDAGNNLETFKMGSGAEEAIAVNDFQNGITGIRFAGGEKCYIKAQVKARIPEVGAVTKQSISSKLEGKIMPVKYEENSLIWVAVDQPVKDNSFLSSKVLELCGDLPIFWLKPTYPKEIQRERREVVRKIVPTTTKRPHSGPRSNPGAGRLNNETRPSVQEDSQAFNPDNPYHQQEGESMTFDPRLDHEGICCIECRRSYTHCQKICEPL.... The miRNA is hsa-miR-452-5p with sequence AACUGUUUGCAGAGGAAACUGA. Result: 0 (no interaction). (2) The miRNA is hsa-miR-1277-5p with sequence AAAUAUAUAUAUAUAUGUACGUAU. The protein sequence of the target gene is MQVTLKTLQQQTFKIDIDPEETVKALKEKIESEKGKDAFPVAGQKLIYAGKILNDDTALKEYKIDEKNFVVVMVTKPKAVSTPAPATTQQSAPASTTAVTSSTTTTVAQAPTPVPALAPTSTPASITPASATASSEPAPASAAKQEKPAEKPAETPVATSPTATDSTSGDSSRSNLFEDATSALVTGQSYENMVTEIMSMGYEREQVIAALRASFNNPDRAVEYLLMGIPGDRESQAVVDPPQAASTGAPQSSAVAAAAATTTATTTTTSSGGHPLEFLRNQPQFQQMRQIIQQNPSLLP.... Result: 0 (no interaction). (3) The miRNA is hsa-miR-4668-5p with sequence AGGGAAAAAAAAAAGGAUUUGUC. The protein sequence of the target gene is MNQFGPSALINLSNFSSIKPEPASTPPQGSMANSTAVVKIPGTPGAGGRLSPENNQVLTKKKLQDLVREVDPNEQLDEDVEEMLLQIADDFIESVVTAACQLARHRKSSTLEVKDVQLHLERQWNMWIPGFGSEEIRPYKKACTTEAHKQRMALIRKTTKK. Result: 1 (interaction). (4) The miRNA is hsa-miR-6799-5p with sequence GGGGAGGUGUGCAGGGCUGG. The protein sequence of the target gene is MLSQLAMLQGSLLLVVATMSVAQQTRQEADRGCETLVVQHGHCSYTFLLPKSEPCPPGPEVSRDSNTLQRESLANPLHLGKLPTQQVKQLEQALQNNTQWLKKLERAIKTILRSKLEQVQQQMAQNQTAPMLELGTSLLNQTTAQIRKLTDMEAQLLNQTSRMDAQMPETFLSTNKLENQLLLQRQKLQQLQGQNSALEKRLQALETKQQEELASILSKKAKLLNTLSRQSAALTNIERGLRGVRHNSSLLQDQQHSLRQLLVLLRHLVQERANASAPAFIMAGEQVFQDCAEIQRSGAS.... Result: 1 (interaction). (5) The miRNA is hsa-miR-1909-3p with sequence CGCAGGGGCCGGGUGCUCACCG. The protein sequence of the target gene is MPVPASWPHPPGPFLLLTLLLGLTEVAGEEELQMIQPEKLLLVTVGKTATLHCTVTSLLPVGPVLWFRGVGPGRELIYNQKEGHFPRVTTVSDLTKRNNMDFSIRISSITPADVGTYYCVKFRKGSPENVEFKSGPGTEMALGAKPSAPVVLGPAARTTPEHTVSFTCESHGFSPRDITLKWFKNGNELSDFQTNVDPTGQSVAYSIRSTARVVLDPWDVRSQVICEVAHVTLQGDPLRGTANLSEAIRVPPTLEVTQQPMRVGNQVNVTCQVRKFYPQSLQLTWSENGNVCQRETASTL.... Result: 1 (interaction).